This data is from Full USPTO retrosynthesis dataset with 1.9M reactions from patents (1976-2016). The task is: Predict the reactants needed to synthesize the given product. (1) Given the product [O:36]=[S:32]1(=[O:37])[CH2:33][CH2:34][CH2:35][N:31]1[C:26]1[CH:27]=[CH:28][CH:29]=[CH:30][C:25]=1[C:6]1[CH:5]=[CH:4][C:3]([C:17]2[N:18]=[CH:19][C:20]([NH2:23])=[N:21][CH:22]=2)=[C:2]([F:1])[CH:7]=1, predict the reactants needed to synthesize it. The reactants are: [F:1][C:2]1[CH:7]=[C:6](B2OC(C)(C)C(C)(C)O2)[CH:5]=[CH:4][C:3]=1[C:17]1[N:18]=[CH:19][C:20]([NH2:23])=[N:21][CH:22]=1.Br[C:25]1[CH:30]=[CH:29][CH:28]=[CH:27][C:26]=1[N:31]1[CH2:35][CH2:34][CH2:33][S:32]1(=[O:37])=[O:36]. (2) Given the product [Cl:1][C:2]1[CH:3]=[CH:4][C:5]([C:8]2[CH:9]=[C:10]3[C:24]([OH:25])=[C:23]([C:30]4[CH:35]=[CH:34][C:33]([F:36])=[C:32]([F:37])[CH:31]=4)[O:22][C:11]3=[N:12][C:13]=2[C:14]2[CH:19]=[CH:18][C:17]([Cl:20])=[CH:16][C:15]=2[Cl:21])=[CH:6][CH:7]=1, predict the reactants needed to synthesize it. The reactants are: [Cl:1][C:2]1[CH:7]=[CH:6][C:5]([C:8]2[CH:9]=[C:10]3[C:24](=[O:25])[C:23]([C:30]4[CH:35]=[CH:34][C:33]([F:36])=[C:32]([F:37])[CH:31]=4)(C(OC)=O)[O:22][C:11]3=[N:12][C:13]=2[C:14]2[CH:19]=[CH:18][C:17]([Cl:20])=[CH:16][C:15]=2[Cl:21])=[CH:4][CH:3]=1.[BH4-].[Na+].